This data is from Retrosynthesis with 50K atom-mapped reactions and 10 reaction types from USPTO. The task is: Predict the reactants needed to synthesize the given product. (1) Given the product O=C(O)C(F)(F)F, predict the reactants needed to synthesize it. The reactants are: CN(CC[C@H](c1ccccc1)c1c[nH]c2ncccc12)C(=O)OC(C)(C)C. (2) Given the product O=C(NS(=O)(=O)C(F)(F)F)c1cccc([N+](=O)[O-])c1, predict the reactants needed to synthesize it. The reactants are: NS(=O)(=O)C(F)(F)F.O=C(Cl)c1cccc([N+](=O)[O-])c1. (3) Given the product CCCCC1(CCCC)CCc2c(O)cccc2C1=O, predict the reactants needed to synthesize it. The reactants are: CCCCC1(CCCC)CCc2c(OC)cccc2C1=O.